The task is: Regression. Given two drug SMILES strings and cell line genomic features, predict the synergy score measuring deviation from expected non-interaction effect.. This data is from NCI-60 drug combinations with 297,098 pairs across 59 cell lines. Drug 1: C(=O)(N)NO. Drug 2: CC1=C(C=C(C=C1)C(=O)NC2=CC(=CC(=C2)C(F)(F)F)N3C=C(N=C3)C)NC4=NC=CC(=N4)C5=CN=CC=C5. Cell line: SK-OV-3. Synergy scores: CSS=-3.21, Synergy_ZIP=1.60, Synergy_Bliss=-1.25, Synergy_Loewe=-1.95, Synergy_HSA=-4.28.